Predict the reactants needed to synthesize the given product. From a dataset of Full USPTO retrosynthesis dataset with 1.9M reactions from patents (1976-2016). (1) Given the product [Cl:1][C:2]1[CH:7]=[CH:6][C:5]([C:8]2[N:12]([CH2:13][C@H:14]([OH:19])[C:15]([F:18])([F:16])[F:17])[C:11](=[O:20])[N:10]([CH2:21][C:22]([OH:24])=[O:23])[N:9]=2)=[CH:4][CH:3]=1, predict the reactants needed to synthesize it. The reactants are: [Cl:1][C:2]1[CH:7]=[CH:6][C:5]([C:8]2[N:12]([CH2:13][C@H:14]([OH:19])[C:15]([F:18])([F:17])[F:16])[C:11](=[O:20])[N:10]([CH2:21][C:22]([O:24]C)=[O:23])[N:9]=2)=[CH:4][CH:3]=1.[OH-].[Li+]. (2) The reactants are: [NH2:1][C:2]1[C:3]([C:16]#[N:17])=[N:4][C:5]([C:8]2[CH:13]=[CH:12][C:11](Cl)=[CH:10][C:9]=2[F:15])=[CH:6][N:7]=1.[CH3:18][C:19]1([CH3:35])[C:23]([CH3:25])([CH3:24])[O:22][B:21]([B:21]2[O:22][C:23]([CH3:25])([CH3:24])[C:19]([CH3:35])([CH3:18])[O:20]2)[O:20]1.CC([O-])=O.[K+]. Given the product [NH2:1][C:2]1[C:3]([C:16]#[N:17])=[N:4][C:5]([C:8]2[CH:13]=[CH:12][C:11]([B:21]3[O:22][C:23]([CH3:25])([CH3:24])[C:19]([CH3:35])([CH3:18])[O:20]3)=[CH:10][C:9]=2[F:15])=[CH:6][N:7]=1, predict the reactants needed to synthesize it. (3) Given the product [C:34]([O:38][C:39]([N:41]1[CH2:48][CH2:47][C:44]([CH2:45][N:28]([CH2:27][CH2:26][CH2:25][N:16]2[C:15](=[O:30])[C:14]3([CH2:13][CH2:12][N:11]([CH2:10][CH2:9][CH:6]4[CH2:5][CH2:4][CH:3]5[CH2:8][CH:7]4[C:2]5([CH3:1])[CH3:33])[CH2:32][CH2:31]3)[N:18]([C:19]3[CH:20]=[CH:21][CH:22]=[CH:23][CH:24]=3)[CH2:17]2)[CH3:29])([OH:46])[CH2:43][CH2:42]1)=[O:40])([CH3:37])([CH3:36])[CH3:35], predict the reactants needed to synthesize it. The reactants are: [CH3:1][C:2]1([CH3:33])[CH:7]2[CH2:8][CH:3]1[CH2:4][CH2:5][CH:6]2[CH2:9][CH2:10][N:11]1[CH2:32][CH2:31][C:14]2([N:18]([C:19]3[CH:24]=[CH:23][CH:22]=[CH:21][CH:20]=3)[CH2:17][N:16]([CH2:25][CH2:26][CH2:27][NH:28][CH3:29])[C:15]2=[O:30])[CH2:13][CH2:12]1.[C:34]([O:38][C:39]([N:41]1[CH2:48][CH2:47][C:44]2([O:46][CH2:45]2)[CH2:43][CH2:42]1)=[O:40])([CH3:37])([CH3:36])[CH3:35].